Dataset: Full USPTO retrosynthesis dataset with 1.9M reactions from patents (1976-2016). Task: Predict the reactants needed to synthesize the given product. (1) Given the product [F:39][C:2]1([F:1])[CH2:7][CH2:6][CH:5]([NH:8][C:9]([C:11]2[C:15]([CH3:16])=[C:14]([C:17]3[CH:18]=[CH:19][C:20]([OH:23])=[CH:21][CH:22]=3)[N:13]([C:31]3[CH:36]=[CH:35][C:34]([Cl:37])=[CH:33][C:32]=3[Cl:38])[N:12]=2)=[O:10])[CH2:4][CH2:3]1, predict the reactants needed to synthesize it. The reactants are: [F:1][C:2]1([F:39])[CH2:7][CH2:6][CH:5]([NH:8][C:9]([C:11]2[C:15]([CH3:16])=[C:14]([C:17]3[CH:22]=[CH:21][C:20]([O:23]CC4C=CC=CC=4)=[CH:19][CH:18]=3)[N:13]([C:31]3[CH:36]=[CH:35][C:34]([Cl:37])=[CH:33][C:32]=3[Cl:38])[N:12]=2)=[O:10])[CH2:4][CH2:3]1. (2) The reactants are: C(O[C:5](=[O:22])[NH:6][CH:7]1[CH2:11][C:10](=[O:12])[O:9][CH:8]1[O:13][CH2:14][CH2:15][C:16]1[CH:21]=[CH:20][CH:19]=[CH:18]C=1)C=C.[NH2:23][C:24]1[CH:44]=[CH:43][C:27]([C:28]([NH:30][CH:31]([CH3:42])[C:32]([N:34]2[CH2:38][CH2:37][CH2:36][CH:35]2C(O)=O)=[O:33])=[O:29])=[CH:26][C:25]=1[Cl:45].O=C1OC(OCCC2C=CC=CC=2)C(NC(C2CCCN2C(=O)C(NC(=O)C2C=CC(N)=C(Cl)C=2)C)=O)C1. Given the product [CH2:14]([O:13][CH:8]1[CH:7]([NH:6][C:5]([CH:35]2[CH2:36][CH2:37][CH2:38][N:34]2[C:32](=[O:33])[CH:31]([NH:30][C:28](=[O:29])[C:27]2[CH:43]=[CH:44][C:24]([NH2:23])=[C:25]([Cl:45])[CH:26]=2)[CH3:42])=[O:22])[CH2:11][C:10](=[O:12])[O:9]1)[C:15]1[CH:16]=[CH:21][CH:20]=[CH:19][CH:18]=1, predict the reactants needed to synthesize it. (3) Given the product [CH2:32]([O:31][C:29]([N:11]1[CH2:12][CH2:13][N:8]([CH2:14][CH2:15][CH2:16][C:17]2[C:25]3[CH2:24][CH2:23][CH2:22][CH2:21][C:20]=3[NH:19][C:18]=2[CH:26]=[O:27])[CH2:9][CH2:10]1)=[O:30])[CH3:33], predict the reactants needed to synthesize it. The reactants are: C(N(CC)CC)C.[N:8]1([CH2:14][CH2:15][CH2:16][C:17]2[C:25]3[CH2:24][CH2:23][CH2:22][CH2:21][C:20]=3[NH:19][C:18]=2[CH:26]=[O:27])[CH2:13][CH2:12][NH:11][CH2:10][CH2:9]1.Cl[C:29]([O:31][CH2:32][CH3:33])=[O:30].ClCCl.CO. (4) Given the product [NH2:17][C:15]1[N:16]=[C:11]2[CH:10]=[N:9][C:8]([C:5]3[CH:6]=[CH:7][C:2]([NH:1][C:36](=[O:37])[CH2:35][C:30]4[CH:31]=[CH:32][C:33]([F:34])=[C:28]([F:27])[CH:29]=4)=[CH:3][CH:4]=3)=[CH:13][N:12]2[N:14]=1, predict the reactants needed to synthesize it. The reactants are: [NH2:1][C:2]1[CH:7]=[CH:6][C:5]([C:8]2[N:9]=[CH:10][C:11]3[N:12]([N:14]=[C:15]([NH2:17])[N:16]=3)[CH:13]=2)=[CH:4][CH:3]=1.CCN(C(C)C)C(C)C.[F:27][C:28]1[CH:29]=[C:30]([CH2:35][C:36](O)=[O:37])[CH:31]=[CH:32][C:33]=1[F:34].CN(C(ON1N=NC2C=CC=NC1=2)=[N+](C)C)C.F[P-](F)(F)(F)(F)F. (5) The reactants are: [CH2:1]([O:3][C:4](=[O:15])[C:5]1[CH:10]=[CH:9][C:8]([Br:11])=[C:7]([CH:12](Br)Br)[CH:6]=1)[CH3:2].[OH:16]S(O)(=O)=O. Given the product [CH2:1]([O:3][C:4](=[O:15])[C:5]1[CH:10]=[CH:9][C:8]([Br:11])=[C:7]([CH:12]=[O:16])[CH:6]=1)[CH3:2], predict the reactants needed to synthesize it. (6) Given the product [CH2:1]([O:3][C:4]([C:6]1[C:10]([CH2:11][Br:26])=[C:9]([C:12]2[CH:17]=[CH:16][C:15]([Cl:18])=[CH:14][CH:13]=2)[N:8]([C:19]2[CH:24]=[CH:23][CH:22]=[CH:21][C:20]=2[Cl:25])[N:7]=1)=[O:5])[CH3:2], predict the reactants needed to synthesize it. The reactants are: [CH2:1]([O:3][C:4]([C:6]1[C:10]([CH3:11])=[C:9]([C:12]2[CH:17]=[CH:16][C:15]([Cl:18])=[CH:14][CH:13]=2)[N:8]([C:19]2[CH:24]=[CH:23][CH:22]=[CH:21][C:20]=2[Cl:25])[N:7]=1)=[O:5])[CH3:2].[Br:26]N1C(=O)CCC1=O.CC(N=NC(C#N)(C)C)(C#N)C. (7) Given the product [C:1]([N:35]1[CH2:34][CH2:33][CH:32]([N:30]2[CH:31]=[C:27]([C:8]3[C:9]([O:25][CH3:26])=[C:10]([CH:12]([N:14]4[C:18]5=[N:19][CH:20]=[N:21][C:22]([NH2:23])=[C:17]5[C:16]([CH3:24])=[N:15]4)[CH3:13])[CH:11]=[C:6]([Cl:5])[C:7]=3[CH3:38])[CH:28]=[N:29]2)[CH2:37][CH2:36]1)(=[O:3])[CH3:2], predict the reactants needed to synthesize it. The reactants are: [C:1](Cl)(=[O:3])[CH3:2].[Cl:5][C:6]1[C:7]([CH3:38])=[C:8]([C:27]2[CH:28]=[N:29][N:30]([CH:32]3[CH2:37][CH2:36][NH:35][CH2:34][CH2:33]3)[CH:31]=2)[C:9]([O:25][CH3:26])=[C:10]([CH:12]([N:14]2[C:18]3=[N:19][CH:20]=[N:21][C:22]([NH2:23])=[C:17]3[C:16]([CH3:24])=[N:15]2)[CH3:13])[CH:11]=1.C(N(CC)C(C)C)(C)C. (8) Given the product [Br:1][C:2]1[CH:8]=[CH:7][CH:6]=[CH:5][C:3]=1[NH:4][S:11]([CH2:9][CH3:10])(=[O:13])=[O:12], predict the reactants needed to synthesize it. The reactants are: [Br:1][C:2]1[CH:8]=[CH:7][CH:6]=[CH:5][C:3]=1[NH2:4].[CH2:9]([S:11](Cl)(=[O:13])=[O:12])[CH3:10]. (9) Given the product [CH2:8]([O:10][C:11](=[O:28])[CH:12]([NH:18][C:19]([C:21]1[CH:26]=[CH:25][C:24]([Cl:31])=[CH:23][N:22]=1)=[O:20])[C:13]([O:15][CH2:16][CH3:17])=[O:14])[CH3:9], predict the reactants needed to synthesize it. The reactants are: N(OC(C)(C)C)=O.[CH2:8]([O:10][C:11](=[O:28])[CH:12]([NH:18][C:19]([C:21]1[CH:26]=[CH:25][C:24](N)=[CH:23][N:22]=1)=[O:20])[C:13]([O:15][CH2:16][CH3:17])=[O:14])[CH3:9].Cl.C(Cl)(Cl)[Cl:31]. (10) The reactants are: Cl[CH2:2][C:3]([N:5]1[CH2:10][CH2:9][C:8]2([C:14]3[CH:15]=[CH:16][CH:17]=[CH:18][C:13]=3[C:12](=[O:19])[O:11]2)[CH2:7][CH2:6]1)=[O:4].[C:20]1([CH:26]([NH2:33])[C:27]2[CH:32]=[CH:31][CH:30]=[CH:29][CH:28]=2)[CH:25]=[CH:24][CH:23]=[CH:22][CH:21]=1.C(N(CC)CC)C.O. Given the product [C:27]1([CH:26]([C:20]2[CH:21]=[CH:22][CH:23]=[CH:24][CH:25]=2)[NH:33][CH2:2][C:3]([N:5]2[CH2:10][CH2:9][C:8]3([C:14]4[CH:15]=[CH:16][CH:17]=[CH:18][C:13]=4[C:12](=[O:19])[O:11]3)[CH2:7][CH2:6]2)=[O:4])[CH:28]=[CH:29][CH:30]=[CH:31][CH:32]=1, predict the reactants needed to synthesize it.